Regression. Given two drug SMILES strings and cell line genomic features, predict the synergy score measuring deviation from expected non-interaction effect. From a dataset of NCI-60 drug combinations with 297,098 pairs across 59 cell lines. (1) Drug 1: CC1=C(C(=O)C2=C(C1=O)N3CC4C(C3(C2COC(=O)N)OC)N4)N. Drug 2: C1CCC(C(C1)N)N.C(=O)(C(=O)[O-])[O-].[Pt+4]. Cell line: CAKI-1. Synergy scores: CSS=4.04, Synergy_ZIP=-13.3, Synergy_Bliss=-23.0, Synergy_Loewe=-27.4, Synergy_HSA=-23.7. (2) Drug 1: C1CN1P(=S)(N2CC2)N3CC3. Drug 2: COC1=NC(=NC2=C1N=CN2C3C(C(C(O3)CO)O)O)N. Cell line: T-47D. Synergy scores: CSS=7.54, Synergy_ZIP=-1.17, Synergy_Bliss=1.10, Synergy_Loewe=-7.42, Synergy_HSA=-3.14. (3) Drug 1: C1=CC(=CC=C1CCCC(=O)O)N(CCCl)CCCl. Drug 2: CC1C(C(CC(O1)OC2CC(CC3=C2C(=C4C(=C3O)C(=O)C5=CC=CC=C5C4=O)O)(C(=O)C)O)N)O. Cell line: OVCAR-8. Synergy scores: CSS=41.8, Synergy_ZIP=1.88, Synergy_Bliss=5.13, Synergy_Loewe=-20.8, Synergy_HSA=6.06. (4) Drug 1: CC(C)(C#N)C1=CC(=CC(=C1)CN2C=NC=N2)C(C)(C)C#N. Drug 2: CCN(CC)CCCC(C)NC1=C2C=C(C=CC2=NC3=C1C=CC(=C3)Cl)OC. Cell line: UACC-257. Synergy scores: CSS=1.97, Synergy_ZIP=1.59, Synergy_Bliss=3.83, Synergy_Loewe=-1.05, Synergy_HSA=-0.899. (5) Drug 1: C1=C(C(=O)NC(=O)N1)N(CCCl)CCCl. Drug 2: C1=CN(C=N1)CC(O)(P(=O)(O)O)P(=O)(O)O. Cell line: M14. Synergy scores: CSS=-6.11, Synergy_ZIP=-8.18, Synergy_Bliss=-21.0, Synergy_Loewe=-22.4, Synergy_HSA=-22.2. (6) Drug 1: C1CNP(=O)(OC1)N(CCCl)CCCl. Drug 2: CC1(CCCN1)C2=NC3=C(C=CC=C3N2)C(=O)N. Cell line: OVCAR3. Synergy scores: CSS=3.34, Synergy_ZIP=3.11, Synergy_Bliss=5.48, Synergy_Loewe=-7.07, Synergy_HSA=-1.18. (7) Drug 1: CC1C(C(=O)NC(C(=O)N2CCCC2C(=O)N(CC(=O)N(C(C(=O)O1)C(C)C)C)C)C(C)C)NC(=O)C3=C4C(=C(C=C3)C)OC5=C(C(=O)C(=C(C5=N4)C(=O)NC6C(OC(=O)C(N(C(=O)CN(C(=O)C7CCCN7C(=O)C(NC6=O)C(C)C)C)C)C(C)C)C)N)C. Drug 2: C1CCC(C(C1)N)N.C(=O)(C(=O)[O-])[O-].[Pt+4]. Cell line: KM12. Synergy scores: CSS=26.0, Synergy_ZIP=-2.51, Synergy_Bliss=3.77, Synergy_Loewe=-14.8, Synergy_HSA=0.849. (8) Drug 2: CC12CCC3C(C1CCC2OP(=O)(O)O)CCC4=C3C=CC(=C4)OC(=O)N(CCCl)CCCl.[Na+]. Drug 1: CC1CCC2CC(C(=CC=CC=CC(CC(C(=O)C(C(C(=CC(C(=O)CC(OC(=O)C3CCCCN3C(=O)C(=O)C1(O2)O)C(C)CC4CCC(C(C4)OC)OCCO)C)C)O)OC)C)C)C)OC. Synergy scores: CSS=13.5, Synergy_ZIP=-0.609, Synergy_Bliss=3.82, Synergy_Loewe=5.95, Synergy_HSA=4.25. Cell line: HOP-92.